Dataset: Catalyst prediction with 721,799 reactions and 888 catalyst types from USPTO. Task: Predict which catalyst facilitates the given reaction. (1) Reactant: [B:1]([C:4]1[CH:5]=[C:6]([CH2:10][C:11]([OH:13])=O)[CH:7]=[CH:8][CH:9]=1)([OH:3])[OH:2].C(N(CC)CC)C.[CH2:21]([NH2:27])[CH2:22][CH2:23][CH2:24][CH2:25][CH3:26]. Product: [CH2:21]([NH:27][C:11](=[O:13])[CH2:10][C:6]1[CH:5]=[C:4]([B:1]([OH:2])[OH:3])[CH:9]=[CH:8][CH:7]=1)[CH2:22][CH2:23][CH2:24][CH2:25][CH3:26]. The catalyst class is: 204. (2) Reactant: [Cl:1][C:2]1[CH:7]=[C:6]([C:8]2[N:12]([CH2:13][C:14]([O:16]CC3C=CC=CC=3)=[O:15])[C:11]([CH3:24])=[C:10]([CH2:25][C:26]3[CH:31]=[CH:30][CH:29]=[CH:28][C:27]=3[S:32]([C:35]3[CH:40]=[CH:39][CH:38]=[CH:37][CH:36]=3)(=[O:34])=[O:33])[CH:9]=2)[CH:5]=[CH:4][N:3]=1.CO.O.[OH-].[Na+]. Product: [Cl:1][C:2]1[CH:7]=[C:6]([C:8]2[N:12]([CH2:13][C:14]([OH:16])=[O:15])[C:11]([CH3:24])=[C:10]([CH2:25][C:26]3[CH:31]=[CH:30][CH:29]=[CH:28][C:27]=3[S:32]([C:35]3[CH:40]=[CH:39][CH:38]=[CH:37][CH:36]=3)(=[O:33])=[O:34])[CH:9]=2)[CH:5]=[CH:4][N:3]=1. The catalyst class is: 7. (3) Reactant: [CH2:1]([S:8][C:9]1[CH:10]=[C:11]2[C:16](=[CH:17][CH:18]=1)[C:15](Cl)=[N:14][CH:13]=[CH:12]2)[C:2]1[CH:7]=[CH:6][CH:5]=[CH:4][CH:3]=1.[CH3:20][O:21][C:22]1[CH:27]=[C:26]([C:28]([F:31])([F:30])[F:29])[CH:25]=[CH:24][C:23]=1B(O)O.P([O-])([O-])([O-])=O.[K+].[K+].[K+].CC(N)CC1C=CC=CC=1.OP(O)(O)=O. Product: [CH2:1]([S:8][C:9]1[CH:10]=[C:11]2[C:16](=[CH:17][CH:18]=1)[C:15]([C:23]1[CH:24]=[CH:25][C:26]([C:28]([F:31])([F:30])[F:29])=[CH:27][C:22]=1[O:21][CH3:20])=[N:14][CH:13]=[CH:12]2)[C:2]1[CH:7]=[CH:6][CH:5]=[CH:4][CH:3]=1. The catalyst class is: 32. (4) Reactant: C[O:2][C:3]1[CH:4]=[C:5]([S:9][CH:10]2[CH2:13][N:12]([C:14]([CH3:34])([CH3:33])[CH2:15][CH2:16][C:17]([C:27]3[CH:32]=[CH:31][CH:30]=[CH:29][CH:28]=3)([C:21]3[CH:26]=[CH:25][CH:24]=[CH:23][CH:22]=3)[C:18]([NH2:20])=[O:19])[CH2:11]2)[CH:6]=[CH:7][CH:8]=1.B(Br)(Br)Br.C1(S)C=CC=CC=1.N. Product: [OH:2][C:3]1[CH:4]=[C:5]([S:9][CH:10]2[CH2:11][N:12]([C:14]([CH3:34])([CH3:33])[CH2:15][CH2:16][C:17]([C:27]3[CH:32]=[CH:31][CH:30]=[CH:29][CH:28]=3)([C:21]3[CH:22]=[CH:23][CH:24]=[CH:25][CH:26]=3)[C:18]([NH2:20])=[O:19])[CH2:13]2)[CH:6]=[CH:7][CH:8]=1. The catalyst class is: 4. (5) Reactant: [CH:1]1([CH:4]([NH:8][C:9]([NH:11][CH:12]([CH3:14])[CH3:13])=[O:10])[CH2:5][CH2:6]O)[CH2:3][CH2:2]1.C(Br)(Br)(Br)[Br:16].C1C=CC(P(C2C=CC=CC=2)C2C=CC=CC=2)=CC=1. Product: [Br:16][CH2:6][CH2:5][CH:4]([NH:8][C:9]([NH:11][CH:12]([CH3:14])[CH3:13])=[O:10])[CH:1]1[CH2:3][CH2:2]1. The catalyst class is: 2.